This data is from Catalyst prediction with 721,799 reactions and 888 catalyst types from USPTO. The task is: Predict which catalyst facilitates the given reaction. Reactant: [I:1][C:2]1[CH:3]=[C:4]([NH2:9])[C:5]([NH2:8])=[CH:6][CH:7]=1.[N:10]([O-])=O.[Na+]. Product: [I:1][C:2]1[CH:7]=[CH:6][C:5]2[N:8]=[N:10][NH:9][C:4]=2[CH:3]=1. The catalyst class is: 445.